Dataset: Full USPTO retrosynthesis dataset with 1.9M reactions from patents (1976-2016). Task: Predict the reactants needed to synthesize the given product. (1) Given the product [Br:14][C:9]1[CH:10]=[C:4]([CH:1]([CH3:3])[CH3:2])[C:5]([NH2:6])=[C:7]([CH:11]([CH3:13])[CH3:12])[CH:8]=1, predict the reactants needed to synthesize it. The reactants are: [CH:1]([C:4]1[CH:10]=[CH:9][CH:8]=[C:7]([CH:11]([CH3:13])[CH3:12])[C:5]=1[NH2:6])([CH3:3])[CH3:2].[Br:14]Br.C(Cl)(Cl)Cl.[OH-].[Na+]. (2) Given the product [Br:3][C:4]1[CH:9]=[CH:8][C:7]([O:10][CH2:11][C:12]2[CH:17]=[CH:16][CH:15]=[CH:14][CH:13]=2)=[CH:6][CH:5]=1, predict the reactants needed to synthesize it. The reactants are: [H-].[Na+].[Br:3][C:4]1[CH:9]=[CH:8][C:7]([OH:10])=[CH:6][CH:5]=1.[CH2:11](Br)[C:12]1[CH:17]=[CH:16][CH:15]=[CH:14][CH:13]=1.O. (3) Given the product [Br:6][C:7]1[C:15]2[C:11](=[CH:12][N:13]([C:11]([CH3:15])([CH3:12])[CH3:10])[N:14]=2)[CH:10]=[C:9]([N+:16]([O-:18])=[O:17])[CH:8]=1, predict the reactants needed to synthesize it. The reactants are: S(=O)(=O)(O)O.[Br:6][C:7]1[CH:8]=[C:9]([N+:16]([O-:18])=[O:17])[CH:10]=[C:11]2[C:15]=1[NH:14][N:13]=[CH:12]2. (4) Given the product [F:6][C:7]([F:19])([F:18])[C:8]1[CH:9]=[C:10]([C@@H:14]2[CH2:15][O:17]2)[CH:11]=[CH:12][CH:13]=1, predict the reactants needed to synthesize it. The reactants are: C[Si](Cl)(C)C.[F:6][C:7]([F:19])([F:18])[C:8]1[CH:9]=[C:10]([C@@H:14]([OH:17])[CH2:15]O)[CH:11]=[CH:12][CH:13]=1.C(OC)(OC)(OC)C. (5) Given the product [NH2:1][C:2]1[CH:7]=[CH:6][CH:5]=[CH:4][C:3]=1[NH:8][C:9](=[O:28])[C:10]1[CH:15]=[CH:14][C:13]([CH2:16][NH:17][C:18](=[O:27])[C:19]2[CH:24]=[CH:23][CH:22]=[C:21]([C:29]3[CH:34]=[CH:33][CH:32]=[CH:31][CH:30]=3)[C:20]=2[CH3:26])=[CH:12][CH:11]=1, predict the reactants needed to synthesize it. The reactants are: [NH2:1][C:2]1[CH:7]=[CH:6][CH:5]=[CH:4][C:3]=1[NH:8][C:9](=[O:28])[C:10]1[CH:15]=[CH:14][C:13]([CH2:16][NH:17][C:18](=[O:27])[C:19]2[CH:24]=[CH:23][CH:22]=[C:21](Br)[C:20]=2[CH3:26])=[CH:12][CH:11]=1.[C:29]1(B(O)O)[CH:34]=[CH:33][CH:32]=[CH:31][CH:30]=1.C(=O)(O)[O-].[Na+].C(OCC)(=O)C. (6) Given the product [CH3:1][C@H:2]1[N:7]([CH2:45][C:41]([F:44])([F:43])[F:42])[C:6](=[O:8])[CH:5]([NH:9][C:10](=[O:16])[O:11][C:12]([CH3:14])([CH3:15])[CH3:13])[CH2:4][C@H:3]1[C:17]1[CH:22]=[C:21]([F:23])[CH:20]=[C:19]([F:24])[C:18]=1[F:25], predict the reactants needed to synthesize it. The reactants are: [CH3:1][C@H:2]1[NH:7][C:6](=[O:8])[CH:5]([NH:9][C:10](=[O:16])[O:11][C:12]([CH3:15])([CH3:14])[CH3:13])[CH2:4][C@H:3]1[C:17]1[CH:22]=[C:21]([F:23])[CH:20]=[C:19]([F:24])[C:18]=1[F:25].CN1C(=O)N(C)CCC1.C(O[Li])(C)(C)C.[C:41]([CH2:45]OS(C(F)(F)F)(=O)=O)([F:44])([F:43])[F:42]. (7) The reactants are: [CH2:1]([O:9][CH2:10][C:11](O)=[O:12])[CH2:2][C:3]1[CH:8]=[CH:7][CH:6]=[CH:5][CH:4]=1.CO. Given the product [CH2:1]([O:9][CH2:10][CH2:11][OH:12])[CH2:2][C:3]1[CH:8]=[CH:7][CH:6]=[CH:5][CH:4]=1, predict the reactants needed to synthesize it. (8) Given the product [CH3:1][C:2]1[CH:3]=[CH:4][CH:5]=[CH:6][C:7]=1[S:8]([NH:11][C:12]([C:14]1[CH:15]=[CH:16][C:17]([CH2:22][C:23]2[C:27]3[CH:28]=[C:29]([NH:32][C:33]([O:35][CH:36]4[CH2:40][CH2:39][CH2:38][CH2:37]4)=[O:34])[CH:30]=[CH:31][C:26]=3[N:25]([CH3:41])[CH:24]=2)=[C:18]([O:20][CH3:21])[CH:19]=1)=[O:13])(=[O:9])=[O:10].[CH2:12]([O-:13])[CH3:14], predict the reactants needed to synthesize it. The reactants are: [CH3:1][C:2]1[CH:3]=[CH:4][CH:5]=[CH:6][C:7]=1[S:8]([NH:11][C:12]([C:14]1[CH:15]=[CH:16][C:17]([CH2:22][C:23]2[C:27]3[CH:28]=[C:29]([NH:32][C:33]([O:35][CH:36]4[CH2:40][CH2:39][CH2:38][CH2:37]4)=[O:34])[CH:30]=[CH:31][C:26]=3[N:25]([CH3:41])[CH:24]=2)=[C:18]([O:20][CH3:21])[CH:19]=1)=[O:13])(=[O:10])=[O:9]. (9) Given the product [C:1]([O:5][C:6]([N:8]1[CH2:9][CH:10]=[C:11]([CH2:14][N:15]=[N+:16]=[N-:17])[CH2:12][CH2:13]1)=[O:7])([CH3:4])([CH3:2])[CH3:3], predict the reactants needed to synthesize it. The reactants are: [C:1]([O:5][C:6]([N:8]1[CH2:13][CH2:12][C@H:11]([CH2:14][N:15]=[N+:16]=[N-:17])[C@H:10](O)[CH2:9]1)=[O:7])([CH3:4])([CH3:3])[CH3:2].COCCN(S(F)(F)F)CCOC.